The task is: Predict the reactants needed to synthesize the given product.. This data is from Full USPTO retrosynthesis dataset with 1.9M reactions from patents (1976-2016). (1) The reactants are: C(OC([N:8]1[CH2:12][CH2:11][CH2:10][C@H:9]1[C:13]1[NH:14][C:15]([C:18]2[CH:19]=[CH:20][C:21]3[C:30]4[C:25](=[C:26]5[CH:34]=[CH:33][C:32]([C:35]6[NH:39][C:38]([C@@H:40]7[CH2:44][CH2:43][CH2:42][N:41]7[C:45]([O:47][CH2:48][C:49]7[CH:54]=[CH:53][CH:52]=[CH:51][CH:50]=7)=[O:46])=[N:37][CH:36]=6)=[CH:31][C:27]5=[CH:28][CH:29]=4)[O:24][CH2:23][C:22]=3[CH:55]=2)=[CH:16][N:17]=1)=O)(C)(C)C.Cl.[CH3:57][O:58][C:59]([NH:61][C@@H:62]([CH:66]([CH3:68])[CH3:67])[C:63]([OH:65])=O)=[O:60].CN(C(ON1N=NC2C=CC=NC1=2)=[N+](C)C)C.F[P-](F)(F)(F)(F)F.C(N(C(C)C)CC)(C)C. Given the product [CH3:57][O:58][C:59]([NH:61][C@@H:62]([CH:66]([CH3:68])[CH3:67])[C:63]([N:8]1[CH2:12][CH2:11][CH2:10][C@H:9]1[C:13]1[NH:14][C:15]([C:18]2[CH:19]=[CH:20][C:21]3[C:30]4[C:25](=[C:26]5[CH:34]=[CH:33][C:32]([C:35]6[NH:39][C:38]([C@@H:40]7[CH2:44][CH2:43][CH2:42][N:41]7[C:45]([O:47][CH2:48][C:49]7[CH:54]=[CH:53][CH:52]=[CH:51][CH:50]=7)=[O:46])=[N:37][CH:36]=6)=[CH:31][C:27]5=[CH:28][CH:29]=4)[O:24][CH2:23][C:22]=3[CH:55]=2)=[CH:16][N:17]=1)=[O:65])=[O:60], predict the reactants needed to synthesize it. (2) The reactants are: [C:1]([NH:4][C:5]1[CH:10]=[C:9]([N:11]2[CH:15]=[C:14]([C:16]([NH2:18])=O)[C:13]([C:19]3[CH:24]=[CH:23][CH:22]=[CH:21][C:20]=3[Cl:25])=[N:12]2)[C:8]([CH3:26])=[CH:7][N:6]=1)(=[O:3])[CH3:2].C[N:28]([CH:30](OC)OC)C.C[N:36](C=O)C.O.NN. Given the product [Cl:25][C:20]1[CH:21]=[CH:22][CH:23]=[CH:24][C:19]=1[C:13]1[C:14]([C:16]2[N:18]=[CH:30][NH:28][N:36]=2)=[CH:15][N:11]([C:9]2[C:8]([CH3:26])=[CH:7][N:6]=[C:5]([NH:4][C:1](=[O:3])[CH3:2])[CH:10]=2)[N:12]=1, predict the reactants needed to synthesize it. (3) Given the product [F:1][C:2]1[CH:7]=[CH:6][CH:5]=[CH:4][C:3]=1[C:8]1[N:13]=[C:12]2[C:14]([I:24])=[CH:15][NH:16][C:11]2=[CH:10][CH:9]=1, predict the reactants needed to synthesize it. The reactants are: [F:1][C:2]1[CH:7]=[CH:6][CH:5]=[CH:4][C:3]=1[C:8]1[N:13]=[C:12]2[CH:14]=[CH:15][NH:16][C:11]2=[CH:10][CH:9]=1.C1C(=O)N([I:24])C(=O)C1. (4) The reactants are: CC(OC(/N=N/C(OC(C)C)=O)=O)C.C1C=CC(P(C2C=CC=CC=2)C2C=CC=CC=2)=CC=1.[C:34]([O:38][C:39](=[O:68])[NH:40][CH:41]([C:45](=[O:67])[NH:46][C:47]1[S:48][C:49]([O:59][C:60]2[CH:65]=[CH:64][C:63]([F:66])=[CH:62][CH:61]=2)=[C:50]([C:52]2[CH:57]=[CH:56][C:55]([F:58])=[CH:54][CH:53]=2)[N:51]=1)[CH2:42][CH2:43]O)([CH3:37])([CH3:36])[CH3:35]. Given the product [C:34]([O:38][C:39](=[O:68])[NH:40][CH:41]1[CH2:42][CH2:43][N:46]([C:47]2[S:48][C:49]([O:59][C:60]3[CH:61]=[CH:62][C:63]([F:66])=[CH:64][CH:65]=3)=[C:50]([C:52]3[CH:57]=[CH:56][C:55]([F:58])=[CH:54][CH:53]=3)[N:51]=2)[C:45]1=[O:67])([CH3:35])([CH3:36])[CH3:37], predict the reactants needed to synthesize it. (5) Given the product [CH3:1][C:2]1[CH:7]=[CH:6][C:5]([S:8]([O:12][CH:13]2[CH2:14][CH2:15][N:16]([C:19]([O:21][C:22]([CH3:25])([CH3:24])[CH3:23])=[O:20])[CH2:17][CH2:18]2)(=[O:10])=[O:9])=[CH:4][CH:3]=1, predict the reactants needed to synthesize it. The reactants are: [CH3:1][C:2]1[CH:7]=[CH:6][C:5]([S:8](Cl)(=[O:10])=[O:9])=[CH:4][CH:3]=1.[OH:12][CH:13]1[CH2:18][CH2:17][N:16]([C:19]([O:21][C:22]([CH3:25])([CH3:24])[CH3:23])=[O:20])[CH2:15][CH2:14]1. (6) Given the product [C:1]([O:5][C:6]([N:8]1[CH2:13][CH2:12][CH:11]([CH:14]2[O:32][C:17]3=[CH:18][N:19]=[C:20]([C:22]4[CH:27]=[CH:26][C:25]([C:28](=[O:30])[NH:34][CH3:33])=[CH:24][C:23]=4[F:31])[CH:21]=[C:16]3[CH2:15]2)[CH2:10][CH2:9]1)=[O:7])([CH3:3])([CH3:2])[CH3:4], predict the reactants needed to synthesize it. The reactants are: [C:1]([O:5][C:6]([N:8]1[CH2:13][CH2:12][CH:11]([CH:14]2[O:32][C:17]3=[CH:18][N:19]=[C:20]([C:22]4[CH:27]=[CH:26][C:25]([C:28]([OH:30])=O)=[CH:24][C:23]=4[F:31])[CH:21]=[C:16]3[CH2:15]2)[CH2:10][CH2:9]1)=[O:7])([CH3:4])([CH3:3])[CH3:2].[CH3:33][NH2:34]. (7) Given the product [S:27]1[C:28]2[CH:34]=[CH:33][CH:32]=[CH:31][C:29]=2[N:30]=[C:26]1[C@@H:22]1[CH2:23][CH2:24][CH2:25][N:21]1[C:14]([C@H:13]([CH2:17][CH2:18][CH2:19][CH3:20])[CH2:12][N:9]([OH:8])[CH:10]=[O:11])=[O:15], predict the reactants needed to synthesize it. The reactants are: C([O:8][N:9]([CH2:12][C@@H:13]([CH2:17][CH2:18][CH2:19][CH3:20])[C:14](O)=[O:15])[CH:10]=[O:11])C1C=CC=CC=1.[NH:21]1[CH2:25][CH2:24][CH2:23][C@H:22]1[C:26]1[S:27][C:28]2[CH:34]=[CH:33][CH:32]=[CH:31][C:29]=2[N:30]=1. (8) Given the product [P:43]([O:39][CH2:38][C:34]1[CH:35]=[CH:36][CH:37]=[C:32]([N:7]2[C:8]([NH:10][C:11](=[O:12])[NH:13][C:14]3[CH:30]=[CH:29][C:17]([O:18][C:19]4[CH:24]=[CH:23][N:22]=[C:21]([C:25](=[O:26])[NH:27][CH3:28])[CH:20]=4)=[CH:16][C:15]=3[F:31])=[CH:9][C:5]([C:1]([CH3:4])([CH3:2])[CH3:3])=[N:6]2)[CH:33]=1)([O:44][C:45]([CH3:46])([CH3:47])[CH3:48])([O:49][C:50]([CH3:51])([CH3:52])[CH3:53])=[O:61], predict the reactants needed to synthesize it. The reactants are: [C:1]([C:5]1[CH:9]=[C:8]([NH:10][C:11]([NH:13][C:14]2[CH:30]=[CH:29][C:17]([O:18][C:19]3[CH:24]=[CH:23][N:22]=[C:21]([C:25]([NH:27][CH3:28])=[O:26])[CH:20]=3)=[CH:16][C:15]=2[F:31])=[O:12])[N:7]([C:32]2[CH:37]=[CH:36][CH:35]=[C:34]([CH2:38][OH:39])[CH:33]=2)[N:6]=1)([CH3:4])([CH3:3])[CH3:2].C(N(CC)[P:43]([O:49][C:50]([CH3:53])([CH3:52])[CH3:51])[O:44][C:45]([CH3:48])([CH3:47])[CH3:46])C.ClC1C=C(C=CC=1)C(OO)=[O:61]. (9) Given the product [CH3:25][S:22]([C:18]1[CH:17]=[C:16]([C:13]2[S:12][C:11]([C:10]3[N:6]([CH2:2][C:3]([O:5][CH2:31][S:32][CH3:33])=[O:4])[N:7]=[C:8]([C:26]([F:27])([F:28])[F:29])[CH:9]=3)=[CH:15][CH:14]=2)[CH:21]=[CH:20][CH:19]=1)(=[O:24])=[O:23], predict the reactants needed to synthesize it. The reactants are: C[CH:2]([N:6]1[C:10]([C:11]2[S:12][C:13]([C:16]3[CH:21]=[CH:20][CH:19]=[C:18]([S:22]([CH3:25])(=[O:24])=[O:23])[CH:17]=3)=[CH:14][CH:15]=2)=[CH:9][C:8]([C:26]([F:29])([F:28])[F:27])=[N:7]1)[C:3]([OH:5])=[O:4].Cl[CH2:31][S:32][CH3:33].C(=O)([O-])[O-].[K+].[K+].